This data is from Full USPTO retrosynthesis dataset with 1.9M reactions from patents (1976-2016). The task is: Predict the reactants needed to synthesize the given product. The reactants are: [N+:1]([CH2:4][CH:5]([Si:17]([CH3:27])([CH3:26])[CH2:18][CH2:19][CH2:20][CH2:21][CH2:22][CH2:23][CH2:24][CH3:25])[CH2:6][C:7]([O:9]CC1C=CC=CC=1)=[O:8])([O-])=O. Given the product [NH2:1][CH2:4][CH:5]([Si:17]([CH3:26])([CH3:27])[CH2:18][CH2:19][CH2:20][CH2:21][CH2:22][CH2:23][CH2:24][CH3:25])[CH2:6][C:7]([OH:9])=[O:8], predict the reactants needed to synthesize it.